Dataset: Forward reaction prediction with 1.9M reactions from USPTO patents (1976-2016). Task: Predict the product of the given reaction. (1) Given the reactants N1[C:5]2([CH2:9][O:8][C:7]([SH:10])=[N:6]2)[CH2:4][O:3]C=1S.Br[CH2:13][CH2:14][C:15]([F:19])=[C:16]([F:18])[F:17].C(=O)([O-])[O-].[K+].[K+], predict the reaction product. The product is: [OH:3][CH2:4][C:5]1[N:6]=[C:7]([S:10][CH2:13][CH2:14][C:15]([F:19])=[C:16]([F:18])[F:17])[O:8][CH:9]=1. (2) Given the reactants [I:1][C:2]1[C:3]([O:12][CH3:13])=[C:4]([O:10][CH3:11])[CH:5]=[C:6]([CH:9]=1)[CH:7]=[O:8].[BH4-].[Na+], predict the reaction product. The product is: [I:1][C:2]1[CH:9]=[C:6]([CH2:7][OH:8])[CH:5]=[C:4]([O:10][CH3:11])[C:3]=1[O:12][CH3:13]. (3) Given the reactants [CH:1]([C:4]1[CH:9]=[C:8]([N+:10]([O-:12])=[O:11])[CH:7]=[CH:6][C:5]=1[NH:13]C(=O)C)([CH3:3])[CH3:2].Cl, predict the reaction product. The product is: [CH:1]([C:4]1[CH:9]=[C:8]([N+:10]([O-:12])=[O:11])[CH:7]=[CH:6][C:5]=1[NH2:13])([CH3:3])[CH3:2]. (4) Given the reactants [N+:1]([C:4]1[CH:10]=[C:9]([B:11]2[O:15][C:14]([CH3:17])([CH3:16])[C:13]([CH3:19])([CH3:18])[O:12]2)[CH:8]=[CH:7][C:5]=1[NH2:6])([O-])=O, predict the reaction product. The product is: [CH3:16][C:14]1([CH3:17])[C:13]([CH3:18])([CH3:19])[O:12][B:11]([C:9]2[CH:10]=[C:4]([NH2:1])[C:5]([NH2:6])=[CH:7][CH:8]=2)[O:15]1. (5) Given the reactants [CH3:1][C:2]1[N:3]=[C:4]([C:12]2[CH:17]=[CH:16][CH:15]=[C:14]([C:18]([F:21])([F:20])[F:19])[CH:13]=2)[N:5]2[C:10]=1[CH:9]=[N:8][C:7]([NH2:11])=[N:6]2.Br[C:23]1[CH:28]=[CH:27][C:26]([OH:29])=[CH:25][CH:24]=1.C(P(C(C)(C)C)C1C=CC=CC=1C1C=CC=CC=1)(C)(C)C.CC([O-])(C)C.[Na+], predict the reaction product. The product is: [CH3:1][C:2]1[N:3]=[C:4]([C:12]2[CH:17]=[CH:16][CH:15]=[C:14]([C:18]([F:21])([F:19])[F:20])[CH:13]=2)[N:5]2[C:10]=1[CH:9]=[N:8][C:7]([NH:11][C:23]1[CH:28]=[CH:27][C:26]([OH:29])=[CH:25][CH:24]=1)=[N:6]2.